From a dataset of Reaction yield outcomes from USPTO patents with 853,638 reactions. Predict the reaction yield, written as a fraction of the theoretical maximum amount of product (1.0 means a 100% yield; for example, 0.34 means a 34% yield). (1) The reactants are C(OC([N:8]1[CH2:13][CH2:12][CH2:11][CH2:10][C@@H:9]1[C:14](=[O:40])[NH:15][C:16]1[CH:21]=[CH:20][C:19]([C:22]#[C:23][C:24]2[C:25]([C:32]3[CH:37]=[C:36]([Cl:38])[CH:35]=[CH:34][C:33]=3[OH:39])=[N:26][N:27]([CH2:29][CH2:30][OH:31])[CH:28]=2)=[CH:18][CH:17]=1)=O)(C)(C)C.C(O)(C(F)(F)F)=O. The catalyst is ClCCl. The product is [Cl:38][C:36]1[CH:35]=[CH:34][C:33]([OH:39])=[C:32]([C:25]2[C:24]([C:23]#[C:22][C:19]3[CH:18]=[CH:17][C:16]([NH:15][C:14]([C@H:9]4[CH2:10][CH2:11][CH2:12][CH2:13][NH:8]4)=[O:40])=[CH:21][CH:20]=3)=[CH:28][N:27]([CH2:29][CH2:30][OH:31])[N:26]=2)[CH:37]=1. The yield is 1.00. (2) The reactants are [F:1][C:2]([F:29])([F:28])[C:3]1[C:4]([C:18]2[CH:19]=[N:20][C:21]([C:24]([F:27])([F:26])[F:25])=[N:22][CH:23]=2)=[CH:5][C:6]([CH2:9][NH:10]C(=O)OC(C)(C)C)=[N:7][CH:8]=1.[ClH:30]. The catalyst is O1CCOCC1. The product is [ClH:30].[F:29][C:2]([F:1])([F:28])[C:3]1[C:4]([C:18]2[CH:23]=[N:22][C:21]([C:24]([F:25])([F:27])[F:26])=[N:20][CH:19]=2)=[CH:5][C:6]([CH2:9][NH2:10])=[N:7][CH:8]=1. The yield is 0.850.